Dataset: Reaction yield outcomes from USPTO patents with 853,638 reactions. Task: Predict the reaction yield, written as a fraction of the theoretical maximum amount of product (1.0 means a 100% yield; for example, 0.34 means a 34% yield). The reactants are CC(C)([O-])C.[K+].[Br-].C1([C:14]([PH3+])([C:21]2[CH:26]=[CH:25][CH:24]=[CH:23][CH:22]=2)[C:15]2[CH:20]=CC=CC=2)C=CC=CC=1.C1(C([N:37]2[CH:41]=[C:40]([C:42]3[C:43]4[CH:50]=[CH:49][N:48]([CH2:51][O:52][CH2:53][CH2:54][Si:55]([CH3:58])([CH3:57])[CH3:56])[C:44]=4[N:45]=[CH:46][N:47]=3)[CH:39]=[N:38]2)CC=O)CCCC1. The catalyst is C1COCC1. The product is [CH:26]1([CH:21]([N:37]2[CH:41]=[C:40]([C:42]3[C:43]4[CH:50]=[CH:49][N:48]([CH2:51][O:52][CH2:53][CH2:54][Si:55]([CH3:58])([CH3:57])[CH3:56])[C:44]=4[N:45]=[CH:46][N:47]=3)[CH:39]=[N:38]2)[CH2:14][CH:15]=[CH2:20])[CH2:25][CH2:24][CH2:23][CH2:22]1. The yield is 0.440.